Dataset: Full USPTO retrosynthesis dataset with 1.9M reactions from patents (1976-2016). Task: Predict the reactants needed to synthesize the given product. (1) The reactants are: [CH:1]1([N:5]2[CH2:11][CH2:10][C:9]3[CH:12]=[CH:13][C:14]([O:16][C:17]4[CH:18]=[N:19][C:20]([O:23]C)=[CH:21][CH:22]=4)=[CH:15][C:8]=3[CH2:7][CH2:6]2)[CH2:4][CH2:3][CH2:2]1. Given the product [CH:1]1([N:5]2[CH2:11][CH2:10][C:9]3[CH:12]=[CH:13][C:14]([O:16][C:17]4[CH:22]=[CH:21][C:20](=[O:23])[NH:19][CH:18]=4)=[CH:15][C:8]=3[CH2:7][CH2:6]2)[CH2:4][CH2:3][CH2:2]1, predict the reactants needed to synthesize it. (2) Given the product [CH3:14][O:13][C:10]1[CH:11]=[CH:12][C:7]2[S:6][CH2:5][C:4](=[O:3])[NH:15][C:8]=2[CH:9]=1, predict the reactants needed to synthesize it. The reactants are: C([O:3][C:4](=O)[CH2:5][S:6][C:7]1[CH:12]=[CH:11][C:10]([O:13][CH3:14])=[CH:9][C:8]=1[N+:15]([O-])=O)C.COC1C=CC2OCC(=O)NC=2C=1. (3) Given the product [Br:8][C:5]1[CH:6]=[CH:7][C:2]2[N:3]([CH:10]=[C:11]([C:13]3[CH:18]=[CH:17][C:16]([C:19]#[N:20])=[CH:15][CH:14]=3)[N:1]=2)[CH:4]=1, predict the reactants needed to synthesize it. The reactants are: [NH2:1][C:2]1[CH:7]=[CH:6][C:5]([Br:8])=[CH:4][N:3]=1.Br[CH2:10][C:11]([C:13]1[CH:18]=[CH:17][C:16]([C:19]#[N:20])=[CH:15][CH:14]=1)=O.